This data is from Reaction yield outcomes from USPTO patents with 853,638 reactions. The task is: Predict the reaction yield, written as a fraction of the theoretical maximum amount of product (1.0 means a 100% yield; for example, 0.34 means a 34% yield). The reactants are [CH3:1][C:2]([S:8]([CH3:11])(=[O:10])=[O:9])([CH2:5][CH:6]=[CH2:7])[C:3]#[N:4].C([Li])CCC.CCCCCC.[F:23][C:24]1[CH:29]=[CH:28][C:27]([N+:30]([O-:32])=[O:31])=[CH:26][C:25]=1/[C:33](=[N:35]/[S@@:36]([C:38]([CH3:41])([CH3:40])[CH3:39])=[O:37])/[CH3:34].C[Al](C)C. The catalyst is CC1CCCO1.C1(C)C=CC=CC=1. The product is [C:3]([C:2]([S:8]([CH2:11][C@:33]([NH:35][S@@:36]([C:38]([CH3:39])([CH3:41])[CH3:40])=[O:37])([C:25]1[CH:26]=[C:27]([N+:30]([O-:32])=[O:31])[CH:28]=[CH:29][C:24]=1[F:23])[CH3:34])(=[O:9])=[O:10])([CH2:5][CH:6]=[CH2:7])[CH3:1])#[N:4]. The yield is 0.850.